From a dataset of NCI-60 drug combinations with 297,098 pairs across 59 cell lines. Regression. Given two drug SMILES strings and cell line genomic features, predict the synergy score measuring deviation from expected non-interaction effect. Drug 1: C1=CC(=CC=C1C#N)C(C2=CC=C(C=C2)C#N)N3C=NC=N3. Drug 2: CC1=C(C=C(C=C1)NC(=O)C2=CC=C(C=C2)CN3CCN(CC3)C)NC4=NC=CC(=N4)C5=CN=CC=C5. Cell line: OVCAR-5. Synergy scores: CSS=9.41, Synergy_ZIP=-5.80, Synergy_Bliss=-10.6, Synergy_Loewe=-3.46, Synergy_HSA=-8.75.